Dataset: Acute oral toxicity (LD50) regression data from Zhu et al.. Task: Regression/Classification. Given a drug SMILES string, predict its toxicity properties. Task type varies by dataset: regression for continuous values (e.g., LD50, hERG inhibition percentage) or binary classification for toxic/non-toxic outcomes (e.g., AMES mutagenicity, cardiotoxicity, hepatotoxicity). Dataset: ld50_zhu. (1) The compound is CC12CCC(CC1)C(C)(C)O2. The rat oral LD50 is 1.79, given as -log10 of the dose in mol/kg body weight (higher means more acutely toxic). (2) The compound is CCc1ccc2[nH]c(C(F)(F)F)nc2c1. The rat oral LD50 is 3.88, given as -log10 of the dose in mol/kg body weight (higher means more acutely toxic). (3) The molecule is CCNc1nc(NCC)nc(SC)n1. The rat oral LD50 is 2.45, given as -log10 of the dose in mol/kg body weight (higher means more acutely toxic). (4) The molecule is O=C(O)c1nc(Cl)ccc1Cl. The rat oral LD50 is 1.65, given as -log10 of the dose in mol/kg body weight (higher means more acutely toxic). (5) The molecule is CCCCN(CCCC)CC(C)O. The rat oral LD50 is 1.97, given as -log10 of the dose in mol/kg body weight (higher means more acutely toxic).